Dataset: Full USPTO retrosynthesis dataset with 1.9M reactions from patents (1976-2016). Task: Predict the reactants needed to synthesize the given product. (1) The reactants are: [I:1][C:2]1[NH:6][N:5]=[C:4]([CH3:7])[C:3]=1[C:8]([O:10][CH2:11][CH3:12])=[O:9].[O:13]1[CH:18]=[CH:17][CH2:16][CH2:15][CH2:14]1.C1(C)C(S(O)(=O)=O)=CC=CC=1.C(=O)(O)[O-].[Na+]. Given the product [I:1][C:2]1[N:6]([CH:14]2[CH2:15][CH2:16][CH2:17][CH2:18][O:13]2)[N:5]=[C:4]([CH3:7])[C:3]=1[C:8]([O:10][CH2:11][CH3:12])=[O:9], predict the reactants needed to synthesize it. (2) Given the product [Cl:37][C:38]1[CH:43]=[C:42]([C:44]([F:46])([F:45])[F:47])[CH:41]=[CH:40][C:39]=1[S:48]([N:15]([C:12]1[CH:11]=[CH:10][C:9]([O:8][CH2:7][CH2:6][N:1]2[CH2:2][CH2:3][CH2:4][CH2:5]2)=[CH:14][CH:13]=1)[CH2:16][C:17]1[CH:22]=[CH:21][C:20]([O:23][CH:24]2[CH2:29][CH2:28][CH2:27][CH2:26][O:25]2)=[CH:19][CH:18]=1)(=[O:50])=[O:49], predict the reactants needed to synthesize it. The reactants are: [N:1]1([CH2:6][CH2:7][O:8][C:9]2[CH:14]=[CH:13][C:12]([NH:15][CH2:16][C:17]3[CH:22]=[CH:21][C:20]([O:23][CH:24]4[CH2:29][CH2:28][CH2:27][CH2:26][O:25]4)=[CH:19][CH:18]=3)=[CH:11][CH:10]=2)[CH2:5][CH2:4][CH2:3][CH2:2]1.C(N(CC)CC)C.[Cl:37][C:38]1[CH:43]=[C:42]([C:44]([F:47])([F:46])[F:45])[CH:41]=[CH:40][C:39]=1[S:48](Cl)(=[O:50])=[O:49].[N-]=C=O.C(O)C(N)(CO)CO. (3) Given the product [CH3:4][C:5]1[CH:9]=[CH:8][S:7][C:6]=1[CH2:10][C:11]([OH:13])=[O:12], predict the reactants needed to synthesize it. The reactants are: O.NN.[CH3:4][C:5]1[CH:9]=[CH:8][S:7][C:6]=1[C:10](=O)[C:11]([O:13]C)=[O:12].[OH-].[K+].Cl.